From a dataset of Full USPTO retrosynthesis dataset with 1.9M reactions from patents (1976-2016). Predict the reactants needed to synthesize the given product. (1) Given the product [CH3:23][S:24]([CH2:27][CH:28]1[CH2:33][CH2:32][CH:31]([NH:34][C:4]2[N:9]=[C:8]([C:10]3[N:14]4[CH:15]=[CH:16][CH:17]=[C:18]([C:19]([OH:22])([CH3:20])[CH3:21])[C:13]4=[N:12][CH:11]=3)[CH:7]=[CH:6][N:5]=2)[CH2:30][CH2:29]1)(=[O:25])=[O:26], predict the reactants needed to synthesize it. The reactants are: CS([C:4]1[N:9]=[C:8]([C:10]2[N:14]3[CH:15]=[CH:16][CH:17]=[C:18]([C:19]([OH:22])([CH3:21])[CH3:20])[C:13]3=[N:12][CH:11]=2)[CH:7]=[CH:6][N:5]=1)=O.[CH3:23][S:24]([CH2:27][CH:28]1[CH2:33][CH2:32][CH:31]([NH2:34])[CH2:30][CH2:29]1)(=[O:26])=[O:25]. (2) Given the product [Br:39][C:36]1[CH:37]=[CH:38][C:33]([N:30]2[CH2:31][CH2:32][N:27]([C:25](=[O:26])[CH2:24][N:4]3[C:3]([C:13]([F:14])([F:16])[F:15])=[C:2]([Cl:1])[C:6]([C:7]4[CH:12]=[CH:11][CH:10]=[CH:9][CH:8]=4)=[N:5]3)[CH2:28][CH2:29]2)=[CH:34][C:35]=1[O:40][CH3:41], predict the reactants needed to synthesize it. The reactants are: [Cl:1][C:2]1[C:3]([C:13]([F:16])([F:15])[F:14])=[N:4][NH:5][C:6]=1[C:7]1[CH:12]=[CH:11][CH:10]=[CH:9][CH:8]=1.C([O-])([O-])=O.[K+].[K+].Cl[CH2:24][C:25]([N:27]1[CH2:32][CH2:31][N:30]([C:33]2[CH:38]=[CH:37][C:36]([Br:39])=[C:35]([O:40][CH3:41])[CH:34]=2)[CH2:29][CH2:28]1)=[O:26].CN(C=O)C.